From a dataset of Full USPTO retrosynthesis dataset with 1.9M reactions from patents (1976-2016). Predict the reactants needed to synthesize the given product. (1) Given the product [Cl:1][Pt-:2]([Cl:4])[Cl:3].[CH:8]1([C:14]#[N:15])[CH2:13][CH2:12][CH2:11][CH2:10][CH2:9]1, predict the reactants needed to synthesize it. The reactants are: [Cl:1][Pt-2:2](Cl)([Cl:4])[Cl:3].[K+].[K+].[CH:8]1([C:14]#[N:15])[CH2:13][CH2:12][CH2:11][CH2:10][CH2:9]1. (2) Given the product [CH2:8]([O:10][C:11]([C:13]1[C:14]([C:22]([F:24])([F:25])[F:23])=[N:15][C:16]2[N:17]([C:19]([Br:1])=[CH:20][N:21]=2)[CH:18]=1)=[O:12])[CH3:9], predict the reactants needed to synthesize it. The reactants are: [Br-:1].[K+].C([O-])(=O)C.[Na+].[CH2:8]([O:10][C:11]([C:13]1[C:14]([C:22]([F:25])([F:24])[F:23])=[N:15][C:16]2[N:17]([CH:19]=[CH:20][N:21]=2)[CH:18]=1)=[O:12])[CH3:9].BrBr.S(=O)(O)[O-].[Na+]. (3) Given the product [CH2:39]([O:38][CH2:37][CH:5]([CH2:4][O:3][CH2:1][CH3:2])[O:6][C:7]1[CH:12]=[C:11]([CH3:13])[C:10]([C:14]2[CH:19]=[CH:18][CH:17]=[C:16]([CH2:20][O:21][C:22]3[CH:27]=[CH:26][C:25]([CH2:28][CH2:29][C:30]([OH:32])=[O:31])=[C:24]([F:35])[CH:23]=3)[CH:15]=2)=[C:9]([CH3:36])[CH:8]=1)[CH3:40], predict the reactants needed to synthesize it. The reactants are: [CH2:1]([O:3][CH2:4][CH:5]([CH2:37][O:38][CH2:39][CH3:40])[O:6][C:7]1[CH:12]=[C:11]([CH3:13])[C:10]([C:14]2[CH:19]=[CH:18][CH:17]=[C:16]([CH2:20][O:21][C:22]3[CH:27]=[CH:26][C:25]([CH2:28][CH2:29][C:30]([O:32]CC)=[O:31])=[C:24]([F:35])[CH:23]=3)[CH:15]=2)=[C:9]([CH3:36])[CH:8]=1)[CH3:2].[OH-].[Na+].O.C(O)(=O)CC(CC(O)=O)(C(O)=O)O. (4) Given the product [Cl:10][C:11]1[CH:33]=[CH:32][C:14]([CH2:15][NH:16][C:17]([C:19]2[C:20](=[O:31])[C:21]3[CH:28]=[C:27]([CH2:29][N:35]([CH2:36][CH:37]([OH:45])[C:38]4[CH:43]=[CH:42][C:41]([OH:44])=[CH:40][CH:39]=4)[CH3:34])[O:26][C:22]=3[N:23]([CH3:25])[CH:24]=2)=[O:18])=[CH:13][CH:12]=1, predict the reactants needed to synthesize it. The reactants are: C(N(CC)C(C)C)(C)C.[Cl:10][C:11]1[CH:33]=[CH:32][C:14]([CH2:15][NH:16][C:17]([C:19]2[C:20](=[O:31])[C:21]3[CH:28]=[C:27]([CH2:29]Cl)[O:26][C:22]=3[N:23]([CH3:25])[CH:24]=2)=[O:18])=[CH:13][CH:12]=1.[CH3:34][NH:35][CH2:36][CH:37]([OH:45])[C:38]1[CH:39]=[CH:40][C:41]([OH:44])=[CH:42][CH:43]=1.O. (5) Given the product [Br-:23].[OH:10][C:9]([C:17]1[CH:22]=[CH:21][CH:20]=[CH:19][CH:18]=1)([C:11]1[CH:12]=[CH:13][CH:14]=[CH:15][CH:16]=1)[C:4]12[CH2:5][CH2:6][N+:1]([CH2:28][CH2:27][CH2:26][CH:25]=[CH2:24])([CH2:2][CH2:3]1)[CH2:8][CH2:7]2, predict the reactants needed to synthesize it. The reactants are: [N:1]12[CH2:8][CH2:7][C:4]([C:9]([C:17]3[CH:22]=[CH:21][CH:20]=[CH:19][CH:18]=3)([C:11]3[CH:16]=[CH:15][CH:14]=[CH:13][CH:12]=3)[OH:10])([CH2:5][CH2:6]1)[CH2:3][CH2:2]2.[Br:23][CH2:24][CH2:25][CH2:26][CH:27]=[CH2:28].